The task is: Predict the reaction yield, written as a fraction of the theoretical maximum amount of product (1.0 means a 100% yield; for example, 0.34 means a 34% yield).. This data is from Reaction yield outcomes from USPTO patents with 853,638 reactions. (1) The reactants are Cl[C:2]1[N:7]=[C:6]([Cl:8])[N:5]=[C:4]([O:9][CH3:10])[N:3]=1.[NH2:11][C:12]1[CH:17]=[CH:16][C:15]([OH:18])=[CH:14][CH:13]=1.C([O-])([O-])=O.[Na+].[Na+]. The catalyst is CC(C)=O. The product is [Cl:8][C:6]1[N:5]=[C:4]([O:9][CH3:10])[N:3]=[C:2]([NH:11][C:12]2[CH:17]=[CH:16][C:15]([OH:18])=[CH:14][CH:13]=2)[N:7]=1. The yield is 0.760. (2) The reactants are [CH:1]1([C:4]([C:6]2[S:10][C:9]([NH2:11])=[N:8][C:7]=2[C:12]2[O:13][CH:14]=[CH:15][CH:16]=2)=[O:5])[CH2:3][CH2:2]1.C(N([CH2:22][CH3:23])CC)C.Br[CH2:25][C:26](Br)=[O:27].[NH:29]1[CH2:34][CH2:33][O:32][CH2:31][CH2:30]1.[CH2:35]1[CH2:39]O[CH2:37][CH2:36]1. The catalyst is O. The product is [CH:1]1([C:4]([C:6]2[S:10][C:9]([N:11]([C:26](=[O:27])[CH2:25][N:29]3[CH2:34][CH2:33][O:32][CH2:31][CH2:30]3)[C:23]3[CH:22]=[CH:37][CH:36]=[CH:35][CH:39]=3)=[N:8][C:7]=2[C:12]2[O:13][CH:14]=[CH:15][CH:16]=2)=[O:5])[CH2:2][CH2:3]1. The yield is 0.770. (3) The reactants are C(O[C:9]([N:11]([CH2:13][C:14]1[N:15]([CH2:23][CH3:24])[C:16]2[C:21]([CH:22]=1)=[CH:20][CH:19]=[CH:18][CH:17]=2)C)=O)C1C=CC=CC=1. The catalyst is [OH-].[OH-].[Pd+2].CO. The product is [CH2:23]([N:15]1[C:16]2[C:21](=[CH:20][CH:19]=[CH:18][CH:17]=2)[CH:22]=[C:14]1[CH2:13][NH:11][CH3:9])[CH3:24]. The yield is 1.00. (4) The reactants are [CH3:1][O:2][C:3]1[CH:8]=[CH:7][CH:6]=[CH:5][C:4]=1[C:9]1[C:17]2[C:12](=[N:13][CH:14]=[C:15](B3OC(C)(C)C(C)(C)O3)[CH:16]=2)[N:11]([S:27]([C:30]2[CH:35]=[CH:34][C:33]([CH3:36])=[CH:32][CH:31]=2)(=[O:29])=[O:28])[CH:10]=1.Br[C:38]1[CH:47]=[C:42]([C:43]([O:45][CH3:46])=[O:44])[C:41]([OH:48])=[CH:40][CH:39]=1.ClCCl. The catalyst is C([O-])(O)=O.[Na+].C(#N)C.C1C=CC(P(C2C=CC=CC=2)[C-]2C=CC=C2)=CC=1.C1C=CC(P(C2C=CC=CC=2)[C-]2C=CC=C2)=CC=1.Cl[Pd]Cl.[Fe+2]. The product is [CH3:46][O:45][C:43](=[O:44])[C:42]1[CH:47]=[C:38]([C:15]2[CH:16]=[C:17]3[C:9]([C:4]4[CH:5]=[CH:6][CH:7]=[CH:8][C:3]=4[O:2][CH3:1])=[CH:10][N:11]([S:27]([C:30]4[CH:35]=[CH:34][C:33]([CH3:36])=[CH:32][CH:31]=4)(=[O:29])=[O:28])[C:12]3=[N:13][CH:14]=2)[CH:39]=[CH:40][C:41]=1[OH:48]. The yield is 0.910. (5) The reactants are [CH3:1][C:2]1([CH3:14])[CH2:7][CH2:6][CH2:5][C:4]2([CH2:12][CH2:11][CH:10]=[CH:9][CH2:8]2)[C:3]1=[O:13].[CH3:15][Li]. No catalyst specified. The product is [CH3:15][C:3]1([OH:13])[C:4]2([CH2:12][CH2:11][CH:10]=[CH:9][CH2:8]2)[CH2:5][CH2:6][CH2:7][C:2]1([CH3:14])[CH3:1]. The yield is 0.980. (6) The reactants are C[S-].[Na+].C[O:5][C:6]1[CH:11]=[CH:10][C:9]([C:12]2([CH2:18][N:19]([CH3:21])[CH3:20])[CH2:17][CH2:16][O:15][CH2:14][CH2:13]2)=[CH:8][CH:7]=1.[NH4+].[Cl-]. The catalyst is CN(C=O)C. The product is [CH3:21][N:19]([CH2:18][C:12]1([C:9]2[CH:10]=[CH:11][C:6]([OH:5])=[CH:7][CH:8]=2)[CH2:13][CH2:14][O:15][CH2:16][CH2:17]1)[CH3:20]. The yield is 1.08. (7) The reactants are [Br:1][C:2]1[CH:3]=[CH:4][C:5](Cl)=[N:6][CH:7]=1.[OH:9][C@@H:10]1[CH2:14][CH2:13][O:12][CH2:11]1.C([O-])([O-])=O.[Cs+].[Cs+]. The catalyst is CN(C=O)C. The product is [Br:1][C:2]1[CH:3]=[CH:4][C:5]([O:9][C@@H:10]2[CH2:14][CH2:13][O:12][CH2:11]2)=[N:6][CH:7]=1. The yield is 0.470.